This data is from Experimentally validated miRNA-target interactions with 360,000+ pairs, plus equal number of negative samples. The task is: Binary Classification. Given a miRNA mature sequence and a target amino acid sequence, predict their likelihood of interaction. (1) The miRNA is hsa-miR-186-5p with sequence CAAAGAAUUCUCCUUUUGGGCU. The protein sequence of the target gene is MAAAKDTHEDHDTSTENTDESNHDPQFEPIVSLPEQEIKTLEEDEEELFKMRAKLFRFASENDLPEWKERGTGDVKLLKHKEKGAIRLLMRRDKTLKICANHYITPMMELKPNAGSDRAWVWNTHADFADECPKPELLAIRFLNAENAQKFKTKFEECRKEIEEREKKAGSGKNDHAEKVAEKLEALSVKEETKEDAEEKQ. Result: 1 (interaction). (2) The miRNA is hsa-miR-1228-3p with sequence UCACACCUGCCUCGCCCCCC. The protein sequence of the target gene is MVWKKLGSRNFSSCPSGSIQWIWDVLGECAQDGWDEASVGLGLISILCFAASTFPQFIKAYKTGNMDQALSLWFLLGWIGGDSCNLIGSFLADQLPLQTYTAVYYVLADLVMLTLYFYYKFRTRPSLLSAPINSVLLFLMGMACATPLLSAAGPVAAPREAFRGRALLSVESGSKPFTRQEVIGFVIGSISSVLYLLSRLPQIRTNFLRKSTQGISYSLFALVMLGNTLYGLSVLLKNPEEGQSEGSYLLHHLPWLVGSLGVLLLDTIISIQFLVYRRSTAASELEPLLPS. Result: 1 (interaction). (3) The miRNA is mmu-miR-674-5p with sequence GCACUGAGAUGGGAGUGGUGUA. The protein sequence of the target gene is MSATVVDAVNAAPLSGSKEMSLEEPKKMTREDWRKKKELEEQRKLGNAPAEVDEEGKDINPHIPQYISSVPWYIDPSKRPTLKHQRPQPEKQKQFSSSGEWYKRGVKENSIITKYRKGACENCGAMTHKKKDCFERPRRVGAKFTGTNIAPDEHVQPQLMFDYDGKRDRWNGYNPEEHMKIVEEYAKVDLAKRTLKAQKLQEELASGKLVEQANSPKHQWGEEEPNSQMEKDHNSEDEDEDKYADDIDMPGQNFDSKRRITVRNLRIREDIAKYLRNLDPNSAYYDPKTRAMRENPYANA.... Result: 0 (no interaction). (4) The miRNA is mmu-miR-669h-3p with sequence UAUGCAUAUACACACAUGCACA. The protein sequence of the target gene is MERRSESPCLRDSPDRRSGSPDVKGPPPVKVARLEQNGSPMGARGRPNGAVAKAVGGLMIPVFCVVEQLDGSLEYDNREEHAEFVLVRKDVLFSQLVETALLALGYSHSSAAQAQGIIKLGRWNPLPLSYVTDAPDATVADMLQDVYHVVTLKIQLQSCSKLEDLPAEQWNHATVRNALKELLKEMNQSTLAKECPLSQSMISSIVNSTYYANVSATKCQEFGRWYKKYKKIKVERVERENLSDYCVLGQRPMHLPNMNQLASLGKTNEQSPHSQIHHSTPIRNQVPALQPIMSPGLLSP.... Result: 0 (no interaction). (5) Result: 0 (no interaction). The miRNA is hsa-miR-580-5p with sequence UAAUGAUUCAUCAGACUCAGAU. The protein sequence of the target gene is MAVTITLKTLQQQTFKIRMEPDETVKVLKEKIEAEKGRDAFPVAGQKLIYAGKILSDDVPIKEYHIDEKNFVVVMVTKAKAGQGIPAPPEASPTAVPEPSTPFPPVLASGMSHPPPTSREDKSPSEESTTTTSPESISGSVPSSGSSGREEDAASTLVTGSEYETMLTEIMSMGYERERVVAALRASYNNPHRAVEYLLTGIPGSPEPEHGSVQESQAPEQPATEAAGENPLEFLRDQPQFQNMRQVIQQNPALLPALLQQLGQENPQLLQQISRHQEQFIQMLNEPPGELADISDVEGE....